This data is from Reaction yield outcomes from USPTO patents with 853,638 reactions. The task is: Predict the reaction yield, written as a fraction of the theoretical maximum amount of product (1.0 means a 100% yield; for example, 0.34 means a 34% yield). (1) The reactants are [N:1]1[N:5]2[CH:6]=[CH:7][C:8](=O)[NH:9][C:4]2=[CH:3][CH:2]=1.P(Cl)(Cl)([Cl:13])=O. No catalyst specified. The product is [Cl:13][C:8]1[CH:7]=[CH:6][N:5]2[N:1]=[CH:2][CH:3]=[C:4]2[N:9]=1. The yield is 0.530. (2) The reactants are [C:1]1([CH2:7][C:8]([OH:10])=O)[CH:6]=[CH:5][CH:4]=[CH:3][CH:2]=1.[O:11]1[CH:15]=[CH:14][CH:13]=[C:12]1[C:16]1[O:20][N:19]=[C:18]([CH2:21][NH2:22])[CH:17]=1.C1C=CC2N(O)N=NC=2C=1.C(Cl)CCl. The catalyst is CN(C=O)C. The product is [O:11]1[CH:15]=[CH:14][CH:13]=[C:12]1[C:16]1[O:20][N:19]=[C:18]([CH2:21][NH:22][C:8](=[O:10])[CH2:7][C:1]2[CH:2]=[CH:3][CH:4]=[CH:5][CH:6]=2)[CH:17]=1. The yield is 0.350. (3) The reactants are [Mg].II.Cl[C:5]1[CH:12]=[CH:11][CH:10]=[CH:9][C:6]=1[CH2:7][Cl:8].[Cl:13][C:14]1[CH:21]=[CH:20][C:17]([C:18]#N)=[CH:16][CH:15]=1.Cl.[O:23]1CCCC1.C(OCC)C. The catalyst is C(OCC)C. The product is [Cl:8][CH:7]([C:20]1[CH:21]=[C:14]([Cl:13])[CH:15]=[CH:16][C:17]=1[CH:18]=[O:23])[C:6]1[CH:9]=[CH:10][CH:11]=[CH:12][CH:5]=1. The yield is 0.740. (4) The reactants are [F:1][C:2]1[CH:7]=[CH:6][C:5]([C:8]2[S:12][C:11]([CH3:13])=[N:10][C:9]=2[C:14]([OH:16])=O)=[CH:4][CH:3]=1.C(Cl)(=O)C(Cl)=O.CN(C=O)C.Cl.[F:29][C:30]1[C:31]2[N:32]([CH:36]=[C:37]([CH2:39][C@@H:40]3[CH2:45][CH2:44][CH2:43][CH2:42][NH:41]3)[N:38]=2)[CH:33]=[CH:34][CH:35]=1. The catalyst is C(Cl)Cl. The product is [F:29][C:30]1[C:31]2[N:32]([CH:36]=[C:37]([CH2:39][C@@H:40]3[CH2:45][CH2:44][CH2:43][CH2:42][N:41]3[C:14]([C:9]3[N:10]=[C:11]([CH3:13])[S:12][C:8]=3[C:5]3[CH:4]=[CH:3][C:2]([F:1])=[CH:7][CH:6]=3)=[O:16])[N:38]=2)[CH:33]=[CH:34][CH:35]=1. The yield is 0.760. (5) No catalyst specified. The yield is 0.0600. The reactants are C(O[C:4]([C:6]1[CH:7]=[C:8]2[C:12](=[CH:13][CH:14]=1)[NH:11][N:10]=[C:9]2[C:15]1[CH:24]=[CH:23][C:22]2[C:17](=[CH:18][CH:19]=[C:20]([O:25][CH2:26][CH2:27][N:28]3[CH2:32][CH2:31][CH2:30][C:29]3=[O:33])[CH:21]=2)[CH:16]=1)=[NH:5])C.[N:34]1([CH2:39][C:40]([NH:42][NH2:43])=O)[CH2:38][CH2:37][CH2:36][CH2:35]1. The product is [N:34]1([CH2:39][C:40]2[NH:42][N:43]=[C:4]([C:6]3[CH:7]=[C:8]4[C:12](=[CH:13][CH:14]=3)[NH:11][N:10]=[C:9]4[C:15]3[CH:16]=[C:17]4[C:22](=[CH:23][CH:24]=3)[CH:21]=[C:20]([O:25][CH2:26][CH2:27][N:28]3[CH2:32][CH2:31][CH2:30][C:29]3=[O:33])[CH:19]=[CH:18]4)[N:5]=2)[CH2:38][CH2:37][CH2:36][CH2:35]1.